This data is from Reaction yield outcomes from USPTO patents with 853,638 reactions. The task is: Predict the reaction yield, written as a fraction of the theoretical maximum amount of product (1.0 means a 100% yield; for example, 0.34 means a 34% yield). (1) The reactants are [Br:1][C:2]1[CH:7]=[CH:6][C:5]([C:8]([C:10]2[CH:15]=[CH:14][C:13]([O:16]C)=[CH:12][CH:11]=2)=[O:9])=[C:4]([F:18])[CH:3]=1.[Al+3].[Cl-].[Cl-].[Cl-].O. The catalyst is C1C=CC=CC=1. The product is [Br:1][C:2]1[CH:7]=[CH:6][C:5]([C:8]([C:10]2[CH:15]=[CH:14][C:13]([OH:16])=[CH:12][CH:11]=2)=[O:9])=[C:4]([F:18])[CH:3]=1. The yield is 0.970. (2) The yield is 0.860. The catalyst is C1(C)C=CC=CC=1.O.C1C=CC([P]([Pd]([P](C2C=CC=CC=2)(C2C=CC=CC=2)C2C=CC=CC=2)([P](C2C=CC=CC=2)(C2C=CC=CC=2)C2C=CC=CC=2)[P](C2C=CC=CC=2)(C2C=CC=CC=2)C2C=CC=CC=2)(C2C=CC=CC=2)C2C=CC=CC=2)=CC=1. The reactants are [F:1][C:2]1[CH:7]=[C:6](B2OC(C)(C)C(C)(C)O2)[CH:5]=[CH:4][C:3]=1[C:17]([N:19]1[CH2:24][CH2:23][N:22]([C:25]([O:27][C:28]([CH3:31])([CH3:30])[CH3:29])=[O:26])[CH2:21][CH2:20]1)=[O:18].Cl[C:33]1[O:34][C:35]2[CH:41]=[C:40]([F:42])[CH:39]=[CH:38][C:36]=2[N:37]=1.C(=O)([O-])[O-].[Na+].[Na+].C(O)C. The product is [F:1][C:2]1[CH:7]=[C:6]([C:33]2[O:34][C:35]3[CH:41]=[C:40]([F:42])[CH:39]=[CH:38][C:36]=3[N:37]=2)[CH:5]=[CH:4][C:3]=1[C:17]([N:19]1[CH2:24][CH2:23][N:22]([C:25]([O:27][C:28]([CH3:30])([CH3:31])[CH3:29])=[O:26])[CH2:21][CH2:20]1)=[O:18]. (3) The yield is 0.890. The catalyst is O.C(O)(=O)C.[Ni]. The product is [NH:9]1[C:10]2[C:6](=[CH:5][CH:4]=[C:3]([CH:1]=[O:13])[CH:11]=2)[CH:7]=[CH:8]1. The reactants are [C:1]([C:3]1[CH:11]=[C:10]2[C:6]([CH:7]=[CH:8][NH:9]2)=[CH:5][CH:4]=1)#N.[PH2]([O-])=[O:13].[Na+].N1C=CC=CC=1. (4) The reactants are [NH2:1][C:2]1[CH:11]=[CH:10][CH:9]=[C:8]([N+:12]([O-:14])=[O:13])[C:3]=1[C:4](OC)=[O:5].[BH4-].[Li+]. The catalyst is C1COCC1. The product is [NH2:1][C:2]1[CH:11]=[CH:10][CH:9]=[C:8]([N+:12]([O-:14])=[O:13])[C:3]=1[CH2:4][OH:5]. The yield is 0.650. (5) The reactants are [Br:1][C:2]1[CH:3]=[C:4]([CH:8]=[CH:9][C:10]=1[F:11])[C:5](O)=[O:6].CCN=C=NCCCN(C)C.Cl.[CH3:24][Si:25]([CH2:28][NH2:29])([CH3:27])[CH3:26]. The catalyst is ClCCl.CN(C)C1C=CN=CC=1.O. The product is [Br:1][C:2]1[CH:3]=[C:4]([CH:8]=[CH:9][C:10]=1[F:11])[C:5]([NH:29][CH2:28][Si:25]([CH3:27])([CH3:26])[CH3:24])=[O:6]. The yield is 0.800.